From a dataset of Merck oncology drug combination screen with 23,052 pairs across 39 cell lines. Regression. Given two drug SMILES strings and cell line genomic features, predict the synergy score measuring deviation from expected non-interaction effect. (1) Drug 1: C#Cc1cccc(Nc2ncnc3cc(OCCOC)c(OCCOC)cc23)c1. Drug 2: NC1CCCCC1N.O=C(O)C(=O)O.[Pt+2]. Cell line: CAOV3. Synergy scores: synergy=-19.3. (2) Drug 1: CC1CC2C3CCC4=CC(=O)C=CC4(C)C3(F)C(O)CC2(C)C1(O)C(=O)CO. Drug 2: C#Cc1cccc(Nc2ncnc3cc(OCCOC)c(OCCOC)cc23)c1. Cell line: A2780. Synergy scores: synergy=-4.10. (3) Drug 2: NC1(c2ccc(-c3nc4ccn5c(=O)[nH]nc5c4cc3-c3ccccc3)cc2)CCC1. Synergy scores: synergy=17.5. Cell line: SKMES1. Drug 1: O=C(O)C1(Cc2cccc(Nc3nccs3)n2)CCC(Oc2cccc(Cl)c2F)CC1. (4) Drug 1: N.N.O=C(O)C1(C(=O)O)CCC1.[Pt]. Drug 2: N#Cc1ccc(Cn2cncc2CN2CCN(c3cccc(Cl)c3)C(=O)C2)cc1. Cell line: ZR751. Synergy scores: synergy=0.0426. (5) Drug 1: CC(=O)OC1C(=O)C2(C)C(O)CC3OCC3(OC(C)=O)C2C(OC(=O)c2ccccc2)C2(O)CC(OC(=O)C(O)C(NC(=O)c3ccccc3)c3ccccc3)C(C)=C1C2(C)C. Drug 2: CNC(=O)c1cc(Oc2ccc(NC(=O)Nc3ccc(Cl)c(C(F)(F)F)c3)cc2)ccn1. Cell line: LOVO. Synergy scores: synergy=-12.2. (6) Drug 1: CC1CC2C3CCC4=CC(=O)C=CC4(C)C3(F)C(O)CC2(C)C1(O)C(=O)CO. Drug 2: C=CCn1c(=O)c2cnc(Nc3ccc(N4CCN(C)CC4)cc3)nc2n1-c1cccc(C(C)(C)O)n1. Cell line: LNCAP. Synergy scores: synergy=-10.9. (7) Drug 1: O=c1[nH]cc(F)c(=O)[nH]1. Drug 2: Cn1cc(-c2cnn3c(N)c(Br)c(C4CCCNC4)nc23)cn1. Cell line: HCT116. Synergy scores: synergy=11.1. (8) Drug 1: N.N.O=C(O)C1(C(=O)O)CCC1.[Pt]. Drug 2: N#Cc1ccc(Cn2cncc2CN2CCN(c3cccc(Cl)c3)C(=O)C2)cc1. Cell line: HCT116. Synergy scores: synergy=-7.79.